Task: Regression. Given two drug SMILES strings and cell line genomic features, predict the synergy score measuring deviation from expected non-interaction effect.. Dataset: Merck oncology drug combination screen with 23,052 pairs across 39 cell lines (1) Drug 1: O=C(NOCC(O)CO)c1ccc(F)c(F)c1Nc1ccc(I)cc1F. Drug 2: CCc1c2c(nc3ccc(O)cc13)-c1cc3c(c(=O)n1C2)COC(=O)C3(O)CC. Cell line: MDAMB436. Synergy scores: synergy=11.6. (2) Drug 1: O=P1(N(CCCl)CCCl)NCCCO1. Drug 2: C=CCn1c(=O)c2cnc(Nc3ccc(N4CCN(C)CC4)cc3)nc2n1-c1cccc(C(C)(C)O)n1. Cell line: ES2. Synergy scores: synergy=0.627. (3) Synergy scores: synergy=8.62. Drug 2: CCC1=CC2CN(C1)Cc1c([nH]c3ccccc13)C(C(=O)OC)(c1cc3c(cc1OC)N(C)C1C(O)(C(=O)OC)C(OC(C)=O)C4(CC)C=CCN5CCC31C54)C2. Drug 1: O=S1(=O)NC2(CN1CC(F)(F)F)C1CCC2Cc2cc(C=CCN3CCC(C(F)(F)F)CC3)ccc2C1. Cell line: DLD1. (4) Drug 1: CCN(CC)CCNC(=O)c1c(C)[nH]c(C=C2C(=O)Nc3ccc(F)cc32)c1C. Drug 2: NC(=O)c1cccc2cn(-c3ccc(C4CCCNC4)cc3)nc12. Cell line: HT29. Synergy scores: synergy=9.14. (5) Drug 1: COc1cccc2c1C(=O)c1c(O)c3c(c(O)c1C2=O)CC(O)(C(=O)CO)CC3OC1CC(N)C(O)C(C)O1. Drug 2: CCN(CC)CCNC(=O)c1c(C)[nH]c(C=C2C(=O)Nc3ccc(F)cc32)c1C. Cell line: T47D. Synergy scores: synergy=-12.1. (6) Drug 1: O=c1[nH]cc(F)c(=O)[nH]1. Drug 2: CNC(=O)c1cc(Oc2ccc(NC(=O)Nc3ccc(Cl)c(C(F)(F)F)c3)cc2)ccn1. Cell line: SKMEL30. Synergy scores: synergy=2.12. (7) Drug 1: N.N.O=C(O)C1(C(=O)O)CCC1.[Pt]. Drug 2: NC(=O)c1cccc2cn(-c3ccc(C4CCCNC4)cc3)nc12. Cell line: VCAP. Synergy scores: synergy=26.4. (8) Drug 1: O=C(CCCCCCC(=O)Nc1ccccc1)NO. Drug 2: C=CCn1c(=O)c2cnc(Nc3ccc(N4CCN(C)CC4)cc3)nc2n1-c1cccc(C(C)(C)O)n1. Cell line: NCIH520. Synergy scores: synergy=-0.837.